From a dataset of Peptide-MHC class I binding affinity with 185,985 pairs from IEDB/IMGT. Regression. Given a peptide amino acid sequence and an MHC pseudo amino acid sequence, predict their binding affinity value. This is MHC class I binding data. (1) The peptide sequence is CQSVCEEFFH. The MHC is HLA-A31:01 with pseudo-sequence HLA-A31:01. The binding affinity (normalized) is 0.0796. (2) The peptide sequence is LQMNSLRA. The MHC is HLA-A02:06 with pseudo-sequence HLA-A02:06. The binding affinity (normalized) is 0.286. (3) The peptide sequence is FPLTQRDVL. The MHC is HLA-B40:01 with pseudo-sequence HLA-B40:01. The binding affinity (normalized) is 0.0847. (4) The peptide sequence is YTVKFPNLI. The MHC is H-2-Kb with pseudo-sequence H-2-Kb. The binding affinity (normalized) is 0.407. (5) The peptide sequence is SLSAYIIRV. The MHC is HLA-A31:01 with pseudo-sequence HLA-A31:01. The binding affinity (normalized) is 0.131. (6) The peptide sequence is AAGRKSLTL. The MHC is H-2-Kb with pseudo-sequence H-2-Kb. The binding affinity (normalized) is 0.0477. (7) The peptide sequence is KQWFLDLPL. The binding affinity (normalized) is 0.814. The MHC is HLA-A02:06 with pseudo-sequence HLA-A02:06. (8) The peptide sequence is TSCAPMMQK. The MHC is HLA-A02:11 with pseudo-sequence HLA-A02:11. The binding affinity (normalized) is 0.0847. (9) The peptide sequence is VSIRGSHHK. The MHC is HLA-B57:01 with pseudo-sequence HLA-B57:01. The binding affinity (normalized) is 0.0847. (10) The peptide sequence is RLHGLSAFSL. The MHC is HLA-A02:03 with pseudo-sequence HLA-A02:03. The binding affinity (normalized) is 0.723.